This data is from Acute oral toxicity (LD50) regression data from Zhu et al.. The task is: Regression/Classification. Given a drug SMILES string, predict its toxicity properties. Task type varies by dataset: regression for continuous values (e.g., LD50, hERG inhibition percentage) or binary classification for toxic/non-toxic outcomes (e.g., AMES mutagenicity, cardiotoxicity, hepatotoxicity). Dataset: ld50_zhu. (1) The drug is CCN1CCC(=C(c2ccccc2)c2ccccc2)C1. The rat oral LD50 is 2.77, given as -log10 of the dose in mol/kg body weight (higher means more acutely toxic). (2) The drug is CC=Cc1ccc(OC)c(OC)c1. The rat oral LD50 is 1.85, given as -log10 of the dose in mol/kg body weight (higher means more acutely toxic).